This data is from Full USPTO retrosynthesis dataset with 1.9M reactions from patents (1976-2016). The task is: Predict the reactants needed to synthesize the given product. (1) Given the product [F:1][C:2]1[CH:3]=[C:4]([C:9]2[CH:10]=[CH:11][C:12]([CH2:15][CH2:16][C:17]([O:19][CH3:20])=[O:18])=[CH:13][CH:14]=2)[CH:5]=[C:6]([F:8])[CH:7]=1, predict the reactants needed to synthesize it. The reactants are: [F:1][C:2]1[CH:3]=[C:4]([C:9]2[CH:14]=[CH:13][C:12](/[CH:15]=[CH:16]/[C:17]([O:19][CH3:20])=[O:18])=[CH:11][CH:10]=2)[CH:5]=[C:6]([F:8])[CH:7]=1. (2) Given the product [Br:12][C:11]1[CH:10]=[C:9]([CH2:13][OH:14])[C:8]([Cl:18])=[CH:7][C:6]=1[CH2:5][OH:4], predict the reactants needed to synthesize it. The reactants are: CC([O:4][CH2:5][C:6]1[C:11]([Br:12])=[CH:10][C:9]([CH2:13][O:14]C(C)=O)=[C:8]([Cl:18])[CH:7]=1)=O.C(O)C.O.[OH-].[K+]. (3) Given the product [NH2:15][C:12]1[CH:11]=[CH:10][C:9]([NH:8][C:1](=[O:3])[C:26]2[CH:25]=[C:24]([F:23])[CH:32]=[C:31]([F:33])[CH:30]=2)=[CH:14][CH:13]=1, predict the reactants needed to synthesize it. The reactants are: [C:1]([NH:8][C:9]1[CH:14]=[CH:13][C:12]([NH2:15])=[CH:11][CH:10]=1)([O:3]C(C)(C)C)=O.C(N(CC)CC)C.[F:23][C:24]1[CH:25]=[C:26]([CH:30]=[C:31]([F:33])[CH:32]=1)C(Cl)=O. (4) Given the product [CH2:10]([O:9][C:7](=[O:8])[NH:1][CH2:2][CH2:3][C:4](=[O:6])[NH:37][CH2:38][CH:30]([OH:29])[CH2:31][CH3:32])[C:11]1[CH:16]=[CH:15][CH:14]=[CH:13][CH:12]=1, predict the reactants needed to synthesize it. The reactants are: [NH:1]([C:7]([O:9][CH2:10][C:11]1[CH:16]=[CH:15][CH:14]=[CH:13][CH:12]=1)=[O:8])[CH2:2][CH2:3][C:4]([OH:6])=O.CCN=C=NCCCN(C)C.Cl.[OH:29][C:30]1[C:38]2[N:37]=NNC=2C=[CH:32][CH:31]=1.C(N(CC)CC)C.NCC(O)CC. (5) Given the product [ClH:22].[CH2:1]([O:8][C:9]1[C:10]([NH:23][C:24]2[S:25][CH:26]=[C:27]([CH2:29][CH2:30][C:31]([OH:33])=[O:32])[N:28]=2)=[N:11][CH:12]=[C:13]([O:15][C:16]2[CH:21]=[CH:20][CH:19]=[CH:18][C:17]=2[Cl:22])[CH:14]=1)[C:2]1[CH:7]=[CH:6][CH:5]=[CH:4][CH:3]=1, predict the reactants needed to synthesize it. The reactants are: [CH2:1]([O:8][C:9]1[C:10]([NH:23][C:24]2[S:25][CH:26]=[C:27]([CH2:29][CH2:30][C:31]([O:33]C)=[O:32])[N:28]=2)=[N:11][CH:12]=[C:13]([O:15][C:16]2[CH:21]=[CH:20][CH:19]=[CH:18][C:17]=2[Cl:22])[CH:14]=1)[C:2]1[CH:7]=[CH:6][CH:5]=[CH:4][CH:3]=1.[OH-].[Na+]. (6) Given the product [CH3:1][C:2]1[C:10]([CH:11]2[O:15][N:14]=[C:13]([CH3:16])[CH2:12]2)=[C:9]([S:17]([CH3:20])(=[O:19])=[O:18])[CH:8]=[CH:7][C:3]=1[C:4]([C:23]1[C:22](=[O:21])[CH2:27][CH2:26][CH2:25][C:24]=1[OH:28])=[O:5], predict the reactants needed to synthesize it. The reactants are: [CH3:1][C:2]1[C:10]([CH:11]2[O:15][N:14]=[C:13]([CH3:16])[CH2:12]2)=[C:9]([S:17]([CH3:20])(=[O:19])=[O:18])[CH:8]=[CH:7][C:3]=1[C:4](Cl)=[O:5].[OH:21][C:22]1[CH2:27][CH2:26][CH2:25][C:24](=[O:28])[CH:23]=1.C(N(CC)CC)C.C[Si](C#N)(C)C. (7) Given the product [CH2:1]([O:8][C:9]([C:11]1([CH:16]=[O:17])[CH2:15][CH2:14][O:13][CH2:12]1)=[O:10])[C:2]1[CH:7]=[CH:6][CH:5]=[CH:4][CH:3]=1, predict the reactants needed to synthesize it. The reactants are: [CH2:1]([O:8][C:9]([C:11]1([C:16](OCC2C=CC=CC=2)=[O:17])[CH2:15][CH2:14][O:13][CH2:12]1)=[O:10])[C:2]1[CH:7]=[CH:6][CH:5]=[CH:4][CH:3]=1.FC1C=CC(S(CCC2CCN(C(OC(C)(C)C)=O)CC2)(=O)=O)=CC=1.